From a dataset of Reaction yield outcomes from USPTO patents with 853,638 reactions. Predict the reaction yield, written as a fraction of the theoretical maximum amount of product (1.0 means a 100% yield; for example, 0.34 means a 34% yield). (1) The reactants are [F:1][C:2]([F:15])([F:14])[S:3]([O:6]S(C(F)(F)F)(=O)=O)(=[O:5])=[O:4].N1C=CC=CC=1.O[C@H:23]1[CH2:28][CH2:27][O:26][C:24]1=[O:25]. The catalyst is ClCCl. The product is [F:1][C:2]([F:15])([F:14])[S:3]([O:6][C@H:23]1[CH2:28][CH2:27][O:26][C:24]1=[O:25])(=[O:5])=[O:4]. The yield is 0.612. (2) The reactants are C[O:2][C:3]1[CH:19]=[CH:18][C:6]2[N:7]=[C:8]([C:10]3[CH:15]=[CH:14][CH:13]=[C:12]([O:16]C)[CH:11]=3)[S:9][C:5]=2[CH:4]=1.B(Br)(Br)Br. No catalyst specified. The product is [OH:2][C:3]1[CH:19]=[CH:18][C:6]2[N:7]=[C:8]([C:10]3[CH:15]=[CH:14][CH:13]=[C:12]([OH:16])[CH:11]=3)[S:9][C:5]=2[CH:4]=1. The yield is 0.310. (3) The product is [CH2:16]([N:23]1[C@@H:14]2[C@@:11]([C:5]3[CH:6]=[CH:7][C:8]([O:9][CH3:10])=[C:3]([O:2][CH3:1])[CH:4]=3)([CH2:39][CH2:38][C:40](=[O:41])[CH2:42]2)[CH2:12][CH2:13]1)[C:17]1[CH:22]=[CH:21][CH:20]=[CH:19][CH:18]=1. The catalyst is ClCCl.CN(C=O)C. The reactants are [CH3:1][O:2][C:3]1[CH:4]=[C:5]([C:11]2([CH:14]=O)[CH2:13][CH2:12]2)[CH:6]=[CH:7][C:8]=1[O:9][CH3:10].[CH2:16]([NH2:23])[C:17]1[CH:22]=[CH:21][CH:20]=[CH:19][CH:18]=1.S([O-])([O-])(=O)=O.[Na+].[Na+].[I-].[Na+].C[Si](Cl)(C)C.[CH:38]([C:40]([CH3:42])=[O:41])=[CH2:39]. The yield is 0.530. (4) The reactants are BrC1C=C[C:5](NCC(OC)=O)=[N:6]C=1.[CH2:14]([O:21][C:22]1[CH:23]=[CH:24][CH:25]=[C:26]2[C:30]=1[N:29]([CH3:31])[CH:28]=[C:27]2[CH:32]=O)[C:15]1[CH:20]=[CH:19][CH:18]=[CH:17][CH:16]=1.CN1C2C(=CC=CC=2)C(C)=C1C=O. No catalyst specified. The product is [CH2:14]([O:21][C:22]1[CH:23]=[CH:24][CH:25]=[C:26]2[C:30]=1[N:29]([CH3:31])[CH:28]=[C:27]2[CH2:32][NH:6][CH3:5])[C:15]1[CH:20]=[CH:19][CH:18]=[CH:17][CH:16]=1. The yield is 0.880. (5) The reactants are S(O[CH2:6][C:7]1[CH:12]=[C:11]([O:13][C:14]([F:17])([F:16])[F:15])[CH:10]=[C:9]([Cl:18])[CH:8]=1)(=O)(=O)C.[C-:19]#[N:20].[Na+]. The catalyst is CS(C)=O. The product is [Cl:18][C:9]1[CH:8]=[C:7]([CH:12]=[C:11]([O:13][C:14]([F:17])([F:16])[F:15])[CH:10]=1)[CH2:6][C:19]#[N:20]. The yield is 1.00. (6) The reactants are [F:1][C:2]1[C:21]([NH:22][S:23]([CH2:26][CH2:27][CH3:28])(=[O:25])=[O:24])=[CH:20][CH:19]=[C:18]([F:29])[C:3]=1[C:4]([C:6]1[C:14]2[C:9](=[N:10][CH:11]=[C:12]([C:15](O)=[O:16])[CH:13]=2)[NH:8][CH:7]=1)=[O:5].[CH2:30]([NH2:32])[CH3:31].F[P-](F)(F)(F)(F)F.Br[P+](N1CCCC1)(N1CCCC1)N1CCCC1.C(N(CC)CC)C. The catalyst is O1CCCC1.O. The product is [CH2:30]([NH:32][C:15]([C:12]1[CH:13]=[C:14]2[C:6]([C:4](=[O:5])[C:3]3[C:18]([F:29])=[CH:19][CH:20]=[C:21]([NH:22][S:23]([CH2:26][CH2:27][CH3:28])(=[O:24])=[O:25])[C:2]=3[F:1])=[CH:7][NH:8][C:9]2=[N:10][CH:11]=1)=[O:16])[CH3:31]. The yield is 0.330. (7) The reactants are [O:1]1CCCC[CH:2]1C(O)=O.[OH2:10].ON1C2[CH:17]=[CH:18][CH:19]=[CH:20][C:15]=2N=N1.[NH:21]1[CH2:26][CH2:25][CH:24]([C:27]2[CH:32]=[CH:31][C:30]([O:33][CH2:34][CH2:35][CH2:36][N:37]3[CH2:42][CH2:41][CH2:40][CH2:39][CH2:38]3)=[CH:29][CH:28]=2)[CH2:23][CH2:22]1. The catalyst is ClCCl. The product is [N:37]1([CH2:36][CH2:35][CH2:34][O:33][C:30]2[CH:29]=[CH:28][C:27]([CH:24]3[CH2:23][CH2:22][N:21]([C:2]([CH:19]4[CH2:18][CH2:17][O:10][CH2:15][CH2:20]4)=[O:1])[CH2:26][CH2:25]3)=[CH:32][CH:31]=2)[CH2:42][CH2:41][CH2:40][CH2:39][CH2:38]1. The yield is 0.630. (8) The reactants are [CH2:1]([S:3]([N:6]1[CH2:11][CH2:10][CH:9]([C:12]2[C:20]3[C:15](=[C:16]([C:35]([NH2:37])=[O:36])[CH:17]=[C:18]([C:21]4[CH:25]=[C:24]([CH2:26][N:27]5[CH2:31][CH2:30][CH2:29][CH:28]5CCC)[S:23][CH:22]=4)[CH:19]=3)[NH:14][CH:13]=2)[CH2:8][CH2:7]1)(=[O:5])=[O:4])[CH3:2].[CH2:38]([CH:41]1CCCN1)[CH2:39]C. No catalyst specified. The product is [CH2:1]([S:3]([N:6]1[CH2:7][CH2:8][CH:9]([C:12]2[C:20]3[C:15](=[C:16]([C:35]([NH2:37])=[O:36])[CH:17]=[C:18]([C:21]4[CH:25]=[C:24]([CH2:26][N:27]5[CH2:31][CH2:30][CH2:29][CH:28]5[CH:38]([CH3:41])[CH3:39])[S:23][CH:22]=4)[CH:19]=3)[NH:14][CH:13]=2)[CH2:10][CH2:11]1)(=[O:5])=[O:4])[CH3:2]. The yield is 0.295. (9) The reactants are [NH:1]([C:8]1[N:9]([C:26]2[CH:31]=[CH:30][CH:29]=[CH:28][CH:27]=2)[C:10]2[CH:11]=[C:12]([CH3:25])[N:13]=[C:14]([C:19](N(OC)C)=[O:20])[C:15]=2[C:16](=[O:18])[CH:17]=1)[C:2]1[CH:7]=[CH:6][CH:5]=[CH:4][CH:3]=1.[CH3:32][Mg+].[Br-]. The catalyst is C1COCC1. The product is [C:19]([C:14]1[N:13]=[C:12]([CH3:25])[CH:11]=[C:10]2[C:15]=1[C:16](=[O:18])[CH:17]=[C:8]([NH:1][C:2]1[CH:7]=[CH:6][CH:5]=[CH:4][CH:3]=1)[N:9]2[C:26]1[CH:27]=[CH:28][CH:29]=[CH:30][CH:31]=1)(=[O:20])[CH3:32]. The yield is 0.660. (10) The reactants are [OH:1][C:2]12[CH2:8][C:5](C(O)=O)([CH2:6][CH2:7]1)[CH2:4][CH2:3]2.[CH2:12]([OH:19])[C:13]1[CH:18]=[CH:17][CH:16]=[CH:15][CH:14]=1.CC[N:22]([CH:26](C)C)C(C)C.C1C=CC([O:35]P(OC2C=CC=CC=2)(N=[N+]=[N-])=O)=CC=1. The catalyst is C1(C)C=CC=CC=1. The product is [OH:1][C:2]12[CH2:8][C:5]([NH:22][C:26](=[O:35])[O:19][CH2:12][C:13]3[CH:18]=[CH:17][CH:16]=[CH:15][CH:14]=3)([CH2:4][CH2:3]1)[CH2:6][CH2:7]2. The yield is 0.690.